From a dataset of Reaction yield outcomes from USPTO patents with 853,638 reactions. Predict the reaction yield, written as a fraction of the theoretical maximum amount of product (1.0 means a 100% yield; for example, 0.34 means a 34% yield). The reactants are [CH2:1]([O:3][C:4](=[O:16])[CH2:5][N:6]1[C:14]2[C:9](=[CH:10][CH:11]=[C:12]([NH2:15])[CH:13]=2)[CH:8]=[CH:7]1)[CH3:2].[F:17][C:18]([F:34])([F:33])[O:19][C:20]1[CH:21]=[C:22]([C:26]#[C:27][CH2:28][CH2:29][C:30](O)=[O:31])[CH:23]=[CH:24][CH:25]=1.Cl.CN(C)CCCN=C=NCC. The product is [CH2:1]([O:3][C:4](=[O:16])[CH2:5][N:6]1[C:14]2[C:9](=[CH:10][CH:11]=[C:12]([NH:15][C:30](=[O:31])[CH2:29][CH2:28][C:27]#[C:26][C:22]3[CH:23]=[CH:24][CH:25]=[C:20]([O:19][C:18]([F:33])([F:34])[F:17])[CH:21]=3)[CH:13]=2)[CH:8]=[CH:7]1)[CH3:2]. The catalyst is CN(C)C1C=CN=CC=1.ClCCl. The yield is 0.720.